Dataset: Peptide-MHC class I binding affinity with 185,985 pairs from IEDB/IMGT. Task: Regression. Given a peptide amino acid sequence and an MHC pseudo amino acid sequence, predict their binding affinity value. This is MHC class I binding data. (1) The peptide sequence is PVHDILSGL. The MHC is HLA-A02:01 with pseudo-sequence HLA-A02:01. The binding affinity (normalized) is 0. (2) The peptide sequence is YIWKSYVHI. The MHC is HLA-A02:01 with pseudo-sequence HLA-A02:01. The binding affinity (normalized) is 0.705. (3) The peptide sequence is TTPLISFFGL. The MHC is HLA-A02:01 with pseudo-sequence HLA-A02:01. The binding affinity (normalized) is 0.0559. (4) The peptide sequence is LFKRERDAIK. The MHC is HLA-A31:01 with pseudo-sequence HLA-A31:01. The binding affinity (normalized) is 0.329.